This data is from Forward reaction prediction with 1.9M reactions from USPTO patents (1976-2016). The task is: Predict the product of the given reaction. (1) The product is: [Br:1][C:2]1[CH:8]=[CH:7][C:5]([NH:6][CH:17]([C:16]2[CH:19]=[CH:20][C:13]([C:9]([CH3:12])([CH3:11])[CH3:10])=[CH:14][CH:15]=2)[C:25]#[N:26])=[CH:4][CH:3]=1. Given the reactants [Br:1][C:2]1[CH:8]=[CH:7][C:5]([NH2:6])=[CH:4][CH:3]=1.[C:9]([C:13]1[CH:20]=[CH:19][C:16]([CH:17]=O)=[CH:15][CH:14]=1)([CH3:12])([CH3:11])[CH3:10].C(O)(=O)C.[C-:25]#[N:26].[K+], predict the reaction product. (2) Given the reactants [CH3:1][C:2]1[CH:7]=[CH:6][CH:5]=[C:4]([CH3:8])[C:3]=1[OH:9].[F:10][C:11]1[CH:12]=[C:13]([N+:18]([O-])=O)[CH:14]=[CH:15][C:16]=1F.C([O-])([O-])=O.[K+].[K+].S([O-])([O-])(=O)=O.[Na+].[Na+], predict the reaction product. The product is: [F:10][C:11]1[CH:12]=[C:13]([CH:14]=[CH:15][C:16]=1[O:9][C:3]1[C:4]([CH3:8])=[CH:5][CH:6]=[CH:7][C:2]=1[CH3:1])[NH2:18].